From a dataset of Full USPTO retrosynthesis dataset with 1.9M reactions from patents (1976-2016). Predict the reactants needed to synthesize the given product. (1) Given the product [C:1]([O:5][C:6](=[O:7])[N:8]([CH3:14])[CH:9]([C:10](=[O:12])[NH:38][CH:35]1[C:34](=[O:39])[N:33]2[CH:29]([C:27](=[O:28])[NH:26][CH:16]3[C:25]4[C:20](=[CH:21][CH:22]=[CH:23][CH:24]=4)[CH2:19][CH2:18][CH2:17]3)[CH2:30][S:31][CH:32]2[CH2:37][CH2:36]1)[CH3:13])([CH3:2])([CH3:3])[CH3:4], predict the reactants needed to synthesize it. The reactants are: [C:1]([O:5][C:6]([N:8]([CH3:14])[CH:9]([CH3:13])[C:10]([OH:12])=O)=[O:7])([CH3:4])([CH3:3])[CH3:2].Cl.[CH:16]1([NH:26][C:27]([CH:29]2[N:33]3[C:34](=[O:39])[CH:35]([NH2:38])[CH2:36][CH2:37][CH:32]3[S:31][CH2:30]2)=[O:28])[C:25]2[C:20](=[CH:21][CH:22]=[CH:23][CH:24]=2)[CH2:19][CH2:18][CH2:17]1.CN1CCOCC1.C(P1(=O)OP(CCC)(=O)OP(CCC)(=O)O1)CC. (2) Given the product [CH2:20]([O:19][N:11]1[C:12]2[N:13]=[CH:14][N:15]=[C:16]([CH3:18])[C:17]=2[C:8]([NH:7][CH2:6][C:5]2[CH:33]=[CH:34][C:2]([N:1]([S:41]([C:35]3[CH:40]=[CH:39][CH:38]=[CH:37][CH:36]=3)(=[O:43])=[O:42])[S:41]([C:35]3[CH:40]=[CH:39][CH:38]=[CH:37][CH:36]=3)(=[O:43])=[O:42])=[CH:3][CH:4]=2)=[C:9]([C:28]([O:30][CH2:31][CH3:32])=[O:29])[C:10]1=[O:27])[C:21]1[CH:26]=[CH:25][CH:24]=[CH:23][CH:22]=1, predict the reactants needed to synthesize it. The reactants are: [NH2:1][C:2]1[CH:34]=[CH:33][C:5]([CH2:6][NH:7][C:8]2[C:17]3[C:16]([CH3:18])=[N:15][CH:14]=[N:13][C:12]=3[N:11]([O:19][CH2:20][C:21]3[CH:26]=[CH:25][CH:24]=[CH:23][CH:22]=3)[C:10](=[O:27])[C:9]=2[C:28]([O:30][CH2:31][CH3:32])=[O:29])=[CH:4][CH:3]=1.[C:35]1([S:41](Cl)(=[O:43])=[O:42])[CH:40]=[CH:39][CH:38]=[CH:37][CH:36]=1.CO.